Task: Predict the product of the given reaction.. Dataset: Forward reaction prediction with 1.9M reactions from USPTO patents (1976-2016) (1) The product is: [O:2]1[C:3]2[CH:4]=[CH:5][C:6]([N:9]3[CH2:14][CH2:13][CH:12]([N:15]4[CH2:19][CH2:18][C@@H:17]([NH:20][C:21](=[O:36])[CH2:22][NH:23][C:24](=[O:35])[C:25]5[CH:30]=[CH:29][CH:28]=[C:27]([C:31]([F:33])([F:34])[F:32])[CH:26]=5)[CH2:16]4)[CH2:11][CH2:10]3)=[CH:7][C:38]=2[O:37][CH2:1]1. Given the reactants [CH3:1][O:2][C:3]1N=[CH:7][C:6]([N:9]2[CH2:14][CH2:13][CH:12]([N:15]3[CH2:19][CH2:18][C@@H:17]([NH:20][C:21](=[O:36])[CH2:22][NH:23][C:24](=[O:35])[C:25]4[CH:30]=[CH:29][CH:28]=[C:27]([C:31]([F:34])([F:33])[F:32])[CH:26]=4)[CH2:16]3)[CH2:11][CH2:10]2)=[CH:5][CH:4]=1.[O:37]1C2C=CC(N3CCC(=O)CC3)=CC=2O[CH2:38]1.COC1N=CC(N2CCC(=O)CC2)=CC=1, predict the reaction product. (2) Given the reactants [Br:1][C:2]1[CH:3]=[N:4][N:5]([C:7]2([CH2:18][C:19](OCC)=[O:20])[CH2:10][N:9]([C:11]([O:13][C:14]([CH3:17])([CH3:16])[CH3:15])=[O:12])[CH2:8]2)[CH:6]=1.[H-].C([Al+]CC(C)C)C(C)C.CCCCCC.CCOC(C)=O, predict the reaction product. The product is: [Br:1][C:2]1[CH:3]=[N:4][N:5]([C:7]2([CH2:18][CH2:19][OH:20])[CH2:10][N:9]([C:11]([O:13][C:14]([CH3:15])([CH3:16])[CH3:17])=[O:12])[CH2:8]2)[CH:6]=1. (3) Given the reactants Cl[C:2]1[N:7]2[N:8]=[C:9]([C:11]3[CH:16]=[CH:15][CH:14]=[CH:13][CH:12]=3)[CH:10]=[C:6]2[N:5]=[C:4]([S:17][CH3:18])[N:3]=1.[CH:19]1([NH2:24])[CH2:23][CH2:22][CH2:21][CH2:20]1, predict the reaction product. The product is: [CH:19]1([NH:24][C:2]2[N:7]3[N:8]=[C:9]([C:11]4[CH:16]=[CH:15][CH:14]=[CH:13][CH:12]=4)[CH:10]=[C:6]3[N:5]=[C:4]([S:17][CH3:18])[N:3]=2)[CH2:23][CH2:22][CH2:21][CH2:20]1. (4) Given the reactants N1C2C(=C(N)C=CC=2)C=N1.N(C1C=C(S(C)(=O)=O)C=CC=1OC)=C=S.[CH3:26][S:27]([C:30]1[CH:31]=[CH:32][C:33]([O:50][CH3:51])=[C:34]([NH:36][C:37]([NH:39][C:40]2[CH:48]=[CH:47][CH:46]=[C:45]3[C:41]=2[CH:42]=[N:43][N:44]3C)=[S:38])[CH:35]=1)(=[O:29])=[O:28], predict the reaction product. The product is: [NH:44]1[C:45]2[C:41](=[C:40]([NH:39][C:37]([NH:36][C:34]3[CH:35]=[C:30]([S:27]([CH3:26])(=[O:29])=[O:28])[CH:31]=[CH:32][C:33]=3[O:50][CH3:51])=[S:38])[CH:48]=[CH:47][CH:46]=2)[CH:42]=[N:43]1. (5) Given the reactants [NH2:1][C:2]1[N:3]=[C:4]([N:10]2[CH2:15][CH2:14][CH:13]([O:16][C:17]3[CH:22]=[CH:21][CH:20]=[CH:19][C:18]=3[C:23]([F:26])([F:25])[F:24])[CH2:12][CH2:11]2)[S:5][C:6]=1[C:7]([NH2:9])=[O:8].[Cl:27][CH2:28][C:29](O)=O.ClCC(Cl)=O, predict the reaction product. The product is: [Cl:27][CH2:28][C:29]1[NH:9][C:7](=[O:8])[C:6]2[S:5][C:4]([N:10]3[CH2:11][CH2:12][CH:13]([O:16][C:17]4[CH:22]=[CH:21][CH:20]=[CH:19][C:18]=4[C:23]([F:26])([F:25])[F:24])[CH2:14][CH2:15]3)=[N:3][C:2]=2[N:1]=1.